Dataset: Catalyst prediction with 721,799 reactions and 888 catalyst types from USPTO. Task: Predict which catalyst facilitates the given reaction. Reactant: [C:1]([O:5][C:6]([N:8]1[C:17]2[C:12](=[CH:13][CH:14]=[CH:15][CH:16]=2)[CH2:11][CH2:10][C@H:9]1[C:18](O)=[O:19])=[O:7])([CH3:4])([CH3:3])[CH3:2].B.O1CCCC1.O.C(=O)([O-])[O-].[K+].[K+]. Product: [OH:19][CH2:18][C@@H:9]1[CH2:10][CH2:11][C:12]2[C:17](=[CH:16][CH:15]=[CH:14][CH:13]=2)[N:8]1[C:6]([O:5][C:1]([CH3:4])([CH3:3])[CH3:2])=[O:7]. The catalyst class is: 7.